This data is from Forward reaction prediction with 1.9M reactions from USPTO patents (1976-2016). The task is: Predict the product of the given reaction. (1) Given the reactants [C:1]([NH:4][CH2:5][C:6]1[N:10]2[C:11]3[CH:45]=[CH:44][C:43]([Cl:46])=[CH:42][C:12]=3[C@@H:13]([C:32]3[CH:37]=[CH:36][CH:35]=[C:34]([O:38][CH3:39])[C:33]=3[O:40][CH3:41])[O:14][C@H:15]([CH2:16][CH2:17][C:18]([N:20]3[CH2:25][CH2:24][CH:23]([CH2:26][C:27]([O:29]CC)=[O:28])[CH2:22][CH2:21]3)=[O:19])[C:9]2=[CH:8][CH:7]=1)(=[O:3])[CH3:2], predict the reaction product. The product is: [C:1]([NH:4][CH2:5][C:6]1[N:10]2[C:11]3[CH:45]=[CH:44][C:43]([Cl:46])=[CH:42][C:12]=3[C@@H:13]([C:32]3[CH:37]=[CH:36][CH:35]=[C:34]([O:38][CH3:39])[C:33]=3[O:40][CH3:41])[O:14][C@H:15]([CH2:16][CH2:17][C:18]([N:20]3[CH2:25][CH2:24][CH:23]([CH2:26][C:27]([OH:29])=[O:28])[CH2:22][CH2:21]3)=[O:19])[C:9]2=[CH:8][CH:7]=1)(=[O:3])[CH3:2]. (2) Given the reactants [CH3:1][O:2][C:3]1[CH:33]=[C:32]([O:34][CH3:35])[CH:31]=[CH:30][C:4]=1[CH2:5][NH:6][C:7]1[CH:8]=[C:9]2[C:13](=[CH:14][C:15]=1[N+:16]([O-])=O)[CH2:12][N:11]([CH2:19][C:20]1[CH:25]=[CH:24][C:23]([O:26][CH3:27])=[CH:22][C:21]=1[O:28][CH3:29])[CH2:10]2.S(S([O-])=O)([O-])=O.[Na+].[Na+].[OH-].[NH4+].[OH-].[Na+].[Cl-].[Na+], predict the reaction product. The product is: [CH3:1][O:2][C:3]1[CH:33]=[C:32]([O:34][CH3:35])[CH:31]=[CH:30][C:4]=1[CH2:5][NH:6][C:7]1[CH:8]=[C:9]2[C:13](=[CH:14][C:15]=1[NH2:16])[CH2:12][N:11]([CH2:19][C:20]1[CH:25]=[CH:24][C:23]([O:26][CH3:27])=[CH:22][C:21]=1[O:28][CH3:29])[CH2:10]2. (3) Given the reactants [C:1]1([S:7]([N:10]2[C:14]3=[N:15][CH:16]=[C:17]([N+:20]([O-:22])=[O:21])[C:18](Cl)=[C:13]3[CH:12]=[CH:11]2)(=[O:9])=[O:8])[CH:6]=[CH:5][CH:4]=[CH:3][CH:2]=1.[C:23]([O:27][C:28]([N:30]1[CH2:35][CH2:34][CH2:33][CH:32]([NH2:36])[CH2:31]1)=[O:29])([CH3:26])([CH3:25])[CH3:24].C(N(C(C)C)CC)(C)C, predict the reaction product. The product is: [C:23]([O:27][C:28]([N:30]1[CH2:35][CH2:34][CH2:33][CH:32]([NH:36][C:18]2[C:17]([N+:20]([O-:22])=[O:21])=[CH:16][N:15]=[C:14]3[N:10]([S:7]([C:1]4[CH:6]=[CH:5][CH:4]=[CH:3][CH:2]=4)(=[O:9])=[O:8])[CH:11]=[CH:12][C:13]=23)[CH2:31]1)=[O:29])([CH3:26])([CH3:24])[CH3:25]. (4) The product is: [C:1]([CH:5]1[CH2:14][CH2:13][C:12]2[N:11]=[C:10]3[S:15][C:16]([S:26]([CH3:29])(=[O:28])=[O:27])=[CH:17][C:9]3=[CH:8][C:7]=2[CH2:6]1)([CH3:4])([CH3:2])[CH3:3]. Given the reactants [C:1]([CH:5]1[CH2:14][CH2:13][C:12]2[N:11]=[C:10]3[S:15][C:16]([S:26]([CH3:29])(=[O:28])=[O:27])=[C:17](OS(C(F)(F)F)(=O)=O)[C:9]3=[CH:8][C:7]=2[CH2:6]1)([CH3:4])([CH3:3])[CH3:2].[Li+].[Cl-].CCCC[SnH](CCCC)CCCC, predict the reaction product. (5) Given the reactants [NH2:1][C:2]1[C:3]([C:20]([NH:22][NH2:23])=[O:21])=[N:4][C:5]([C:8]2[CH:13]=[CH:12][C:11]([S:14]([CH:17]([CH3:19])[CH3:18])(=[O:16])=[O:15])=[CH:10][CH:9]=2)=[CH:6][N:7]=1.[C:24]([N:27]=[C:28]=[S:29])(=[O:26])[CH3:25], predict the reaction product. The product is: [NH2:1][C:2]1[C:3]([C:20]([NH:22][NH:23][C:28]([NH:27][C:24](=[O:26])[CH3:25])=[S:29])=[O:21])=[N:4][C:5]([C:8]2[CH:9]=[CH:10][C:11]([S:14]([CH:17]([CH3:19])[CH3:18])(=[O:15])=[O:16])=[CH:12][CH:13]=2)=[CH:6][N:7]=1.